Dataset: Reaction yield outcomes from USPTO patents with 853,638 reactions. Task: Predict the reaction yield, written as a fraction of the theoretical maximum amount of product (1.0 means a 100% yield; for example, 0.34 means a 34% yield). (1) The product is [F:17][C:2]1[C:11]2[C:6](=[CH:7][C:8]([O:13][CH3:14])=[C:9]([F:12])[CH:10]=2)[C:5]([O:15][CH3:16])=[CH:4][N:3]=1. The reactants are Cl[C:2]1[C:11]2[C:6](=[CH:7][C:8]([O:13][CH3:14])=[C:9]([F:12])[CH:10]=2)[C:5]([O:15][CH3:16])=[CH:4][N:3]=1.[F-:17].[Cs+]. The catalyst is CS(C)=O.O. The yield is 0.255. (2) The reactants are FC1C=C(C2C3[CH:20]([CH2:21][C:22]([NH:24][CH3:25])=O)CCC=3C=NC=2)C=CC=1C(F)(F)F.FC1C=C(C2C3CCC(CC(O)=O)C=3C=NC=2)C=CC=1C(F)(F)F.[F:50][C:51]1[CH:56]=[C:55]([C:57]([F:60])([F:59])[F:58])[CH:54]=[CH:53][C:52]=1[C:61]1[C:62]2[CH:69]([CH2:70][C:71]([OH:73])=O)[CH2:68][CH2:67][C:63]=2[CH:64]=[N:65][CH:66]=1.CN.N1CCCC1. No catalyst specified. The product is [F:50][C:51]1[CH:56]=[C:55]([C:57]([F:59])([F:60])[F:58])[CH:54]=[CH:53][C:52]=1[C:61]1[C:62]2[CH:69]([CH2:70][C:71]([N:24]3[CH2:22][CH2:21][CH2:20][CH2:25]3)=[O:73])[CH2:68][CH2:67][C:63]=2[CH:64]=[N:65][CH:66]=1. The yield is 0.0800.